This data is from Catalyst prediction with 721,799 reactions and 888 catalyst types from USPTO. The task is: Predict which catalyst facilitates the given reaction. (1) Reactant: C(OC([N:8]1[CH2:13][CH2:12][CH:11]([O:14][C:15]2[CH:20]=[C:19]([NH:21][C:22]([NH:24][C:25]3[N:26]([C:34]4[CH:39]=[CH:38][C:37]([CH3:40])=[CH:36][CH:35]=4)[N:27]=[C:28]([C:30]([CH3:33])([CH3:32])[CH3:31])[CH:29]=3)=[O:23])[CH:18]=[CH:17][N:16]=2)[CH2:10][CH2:9]1)=O)(C)(C)C.CCOC(C)=O.Cl. Product: [C:30]([C:28]1[CH:29]=[C:25]([NH:24][C:22]([NH:21][C:19]2[CH:18]=[CH:17][N:16]=[C:15]([O:14][CH:11]3[CH2:10][CH2:9][NH:8][CH2:13][CH2:12]3)[CH:20]=2)=[O:23])[N:26]([C:34]2[CH:39]=[CH:38][C:37]([CH3:40])=[CH:36][CH:35]=2)[N:27]=1)([CH3:33])([CH3:31])[CH3:32]. The catalyst class is: 2. (2) Reactant: [CH3:1][C:2]1[NH:3][CH:4]=[CH:5][C:6]=1[C:7]([O:9][CH2:10][CH3:11])=[O:8].[H-].[Na+].CS(O[CH:19]([CH:21]1[CH2:26][CH2:25][CH2:24][CH2:23][CH2:22]1)[CH3:20])(=O)=O. The catalyst class is: 3. Product: [CH:21]1([CH:19]([N:3]2[CH:4]=[CH:5][C:6]([C:7]([O:9][CH2:10][CH3:11])=[O:8])=[C:2]2[CH3:1])[CH3:20])[CH2:26][CH2:25][CH2:24][CH2:23][CH2:22]1.